This data is from Full USPTO retrosynthesis dataset with 1.9M reactions from patents (1976-2016). The task is: Predict the reactants needed to synthesize the given product. (1) Given the product [C:3]1([CH2:9][O:10][N:11]2[CH:12]3[CH2:13][N:14]([NH:15][C:16]4[CH:17]=[CH:18][CH:19]=[CH:20][C:21]=43)[C:30]2=[O:29])[CH:4]=[CH:5][CH:6]=[CH:7][CH:8]=1, predict the reactants needed to synthesize it. The reactants are: Cl.Cl.[C:3]1([CH2:9][O:10][NH:11][CH:12]2[C:21]3[C:16](=[CH:17][CH:18]=[CH:19][CH:20]=3)[NH:15][NH:14][CH2:13]2)[CH:8]=[CH:7][CH:6]=[CH:5][CH:4]=1.C(N(CC)CC)C.[O:29]=[C:30](Cl)OC(Cl)(Cl)Cl.CN(C1C=CC=CN=1)C. (2) Given the product [C:1]([C:5]1[CH:6]=[CH:7][C:8]([S:11]([N:14]([C:15]2[CH:20]=[CH:19][CH:18]=[C:17]([N:21]([CH3:22])[CH3:23])[CH:16]=2)[CH2:24][C:25]([N:31]([CH:28]2[CH2:30][CH2:29]2)[CH2:32][C:33]2[CH:38]=[CH:37][CH:36]=[C:35]([O:39][CH3:40])[CH:34]=2)=[O:26])(=[O:13])=[O:12])=[CH:9][CH:10]=1)([CH3:2])([CH3:4])[CH3:3], predict the reactants needed to synthesize it. The reactants are: [C:1]([C:5]1[CH:10]=[CH:9][C:8]([S:11]([N:14]([CH2:24][C:25](O)=[O:26])[C:15]2[CH:20]=[CH:19][CH:18]=[C:17]([N:21]([CH3:23])[CH3:22])[CH:16]=2)(=[O:13])=[O:12])=[CH:7][CH:6]=1)([CH3:4])([CH3:3])[CH3:2].[CH:28]1([NH:31][CH2:32][C:33]2[CH:38]=[CH:37][CH:36]=[C:35]([O:39][CH3:40])[CH:34]=2)[CH2:30][CH2:29]1. (3) Given the product [CH:26]([C:2]1[CH:3]=[C:4]([CH:23]=[CH:24][CH:25]=1)[CH2:5][O:6][C@H:7]1[CH2:11][N:10]([C:12]([O:14][C:15]([CH3:18])([CH3:17])[CH3:16])=[O:13])[C@H:9]([C:19]([O:21][CH3:22])=[O:20])[CH2:8]1)=[CH2:27], predict the reactants needed to synthesize it. The reactants are: I[C:2]1[CH:3]=[C:4]([CH:23]=[CH:24][CH:25]=1)[CH2:5][O:6][C@H:7]1[CH2:11][N:10]([C:12]([O:14][C:15]([CH3:18])([CH3:17])[CH3:16])=[O:13])[C@H:9]([C:19]([O:21][CH3:22])=[O:20])[CH2:8]1.[CH:26]([Sn](CCCC)(CCCC)CCCC)=[CH2:27]. (4) Given the product [Cl:23][C:17]1[CH:18]=[CH:19][CH:20]=[C:21]([Cl:22])[C:16]=1[CH2:15][O:14][C:11]1[CH:12]=[CH:13][C:8]([CH2:7][C@@H:5]([C:4]([OH:3])=[O:24])[NH:6][C:30]2[C:29]([C:34](=[O:36])[CH3:35])=[C:28]([CH3:37])[NH:27][C:26]=2[CH3:25])=[CH:9][CH:10]=1, predict the reactants needed to synthesize it. The reactants are: Cl.C[O:3][C:4](=[O:24])[C@H:5]([CH2:7][C:8]1[CH:13]=[CH:12][C:11]([O:14][CH2:15][C:16]2[C:21]([Cl:22])=[CH:20][CH:19]=[CH:18][C:17]=2[Cl:23])=[CH:10][CH:9]=1)[NH2:6].[CH3:25][C:26]1[NH:27][C:28]([CH3:37])=[C:29]([C:34](=[O:36])[CH3:35])[C:30]=1C(O)=O.